Task: Predict the product of the given reaction.. Dataset: Forward reaction prediction with 1.9M reactions from USPTO patents (1976-2016) (1) Given the reactants [F:1][C:2]1[CH:3]=[C:4]([N:8]2[CH2:12][C@H:11]([CH2:13][O:14][C:15](=[O:17])[CH3:16])[O:10][C:9]2=[O:18])[CH:5]=[CH:6][CH:7]=1.[I:19]I, predict the reaction product. The product is: [F:1][C:2]1[CH:3]=[C:4]([N:8]2[CH2:12][CH:11]([CH2:13][O:14][C:15](=[O:17])[CH3:16])[O:10][C:9]2=[O:18])[CH:5]=[CH:6][C:7]=1[I:19]. (2) Given the reactants [CH3:1][S:2]([C:5]1[CH:37]=[CH:36][C:8]([O:9][C:10]2[C:11]([CH:24]3[CH2:28][CH2:27][CH2:26][N:25]3[C:29]([O:31]C(C)(C)C)=O)=[CH:12][C:13]3[NH:17][C:16]([C:18]4[CH:22]=[CH:21][NH:20][N:19]=4)=[N:15][C:14]=3[CH:23]=2)=[CH:7][CH:6]=1)(=[O:4])=[O:3].Cl.O1CCOC[CH2:40]1, predict the reaction product. The product is: [CH3:1][S:2]([C:5]1[CH:37]=[CH:36][C:8]([O:9][C:10]2[C:11]([CH:24]3[CH2:28][CH2:27][CH2:26][N:25]3[C:29](=[O:31])[CH3:40])=[CH:12][C:13]3[NH:17][C:16]([C:18]4[CH:22]=[CH:21][NH:20][N:19]=4)=[N:15][C:14]=3[CH:23]=2)=[CH:7][CH:6]=1)(=[O:3])=[O:4]. (3) Given the reactants [NH:1]1[CH2:6][CH2:5][CH:4]([C:7]2[CH:15]=[CH:14][CH:13]=[C:12]3[C:8]=2[CH2:9][C:10](=[O:16])[NH:11]3)[CH2:3][CH2:2]1.[CH3:17][C:18]1[CH:22]=[C:21]([CH3:23])[NH:20][C:19]=1[CH:24]=O.N1CCCC1, predict the reaction product. The product is: [CH3:17][C:18]1[CH:22]=[C:21]([CH3:23])[NH:20][C:19]=1[CH:24]=[C:9]1[C:8]2[C:12](=[CH:13][CH:14]=[CH:15][C:7]=2[CH:4]2[CH2:3][CH2:2][NH:1][CH2:6][CH2:5]2)[NH:11][C:10]1=[O:16]. (4) Given the reactants Cl.[N:2]1([CH2:8][CH2:9][O:10][C:11]2[CH:19]=[CH:18][C:14]([C:15]([OH:17])=O)=[CH:13][CH:12]=2)[CH2:7][CH2:6][O:5][CH2:4][CH2:3]1.C(Cl)(=O)C(Cl)=O.[NH2:26][C:27]1[CH:28]=[C:29]([O:33][C:34]2[N:39]=[CH:38][C:37]3[N:40]=[C:41]([C:45]4[C:46]([NH2:50])=[N:47][O:48][N:49]=4)[N:42]([CH2:43][CH3:44])[C:36]=3[CH:35]=2)[CH:30]=[CH:31][CH:32]=1, predict the reaction product. The product is: [NH2:50][C:46]1[C:45]([C:41]2[N:42]([CH2:43][CH3:44])[C:36]3[CH:35]=[C:34]([O:33][C:29]4[CH:28]=[C:27]([NH:26][C:15](=[O:17])[C:14]5[CH:13]=[CH:12][C:11]([O:10][CH2:9][CH2:8][N:2]6[CH2:3][CH2:4][O:5][CH2:6][CH2:7]6)=[CH:19][CH:18]=5)[CH:32]=[CH:31][CH:30]=4)[N:39]=[CH:38][C:37]=3[N:40]=2)=[N:49][O:48][N:47]=1.